Dataset: Merck oncology drug combination screen with 23,052 pairs across 39 cell lines. Task: Regression. Given two drug SMILES strings and cell line genomic features, predict the synergy score measuring deviation from expected non-interaction effect. (1) Drug 1: N.N.O=C(O)C1(C(=O)O)CCC1.[Pt]. Synergy scores: synergy=20.2. Cell line: LOVO. Drug 2: C#Cc1cccc(Nc2ncnc3cc(OCCOC)c(OCCOC)cc23)c1. (2) Drug 1: CCC1(O)CC2CN(CCc3c([nH]c4ccccc34)C(C(=O)OC)(c3cc4c(cc3OC)N(C)C3C(O)(C(=O)OC)C(OC(C)=O)C5(CC)C=CCN6CCC43C65)C2)C1. Drug 2: CCN(CC)CCNC(=O)c1c(C)[nH]c(C=C2C(=O)Nc3ccc(F)cc32)c1C. Cell line: A427. Synergy scores: synergy=4.12. (3) Drug 1: C=CCn1c(=O)c2cnc(Nc3ccc(N4CCN(C)CC4)cc3)nc2n1-c1cccc(C(C)(C)O)n1. Drug 2: NC1(c2ccc(-c3nc4ccn5c(=O)[nH]nc5c4cc3-c3ccccc3)cc2)CCC1. Cell line: NCIH23. Synergy scores: synergy=13.4. (4) Drug 1: CN(Cc1cnc2nc(N)nc(N)c2n1)c1ccc(C(=O)NC(CCC(=O)O)C(=O)O)cc1. Drug 2: C=CCn1c(=O)c2cnc(Nc3ccc(N4CCN(C)CC4)cc3)nc2n1-c1cccc(C(C)(C)O)n1. Cell line: LOVO. Synergy scores: synergy=-3.94. (5) Drug 1: COc1cc(C2c3cc4c(cc3C(OC3OC5COC(C)OC5C(O)C3O)C3COC(=O)C23)OCO4)cc(OC)c1O. Drug 2: CC(C)CC(NC(=O)C(Cc1ccccc1)NC(=O)c1cnccn1)B(O)O. Cell line: HT29. Synergy scores: synergy=-16.4. (6) Drug 1: COc1cc(C2c3cc4c(cc3C(OC3OC5COC(C)OC5C(O)C3O)C3COC(=O)C23)OCO4)cc(OC)c1O. Drug 2: CNC(=O)c1cc(Oc2ccc(NC(=O)Nc3ccc(Cl)c(C(F)(F)F)c3)cc2)ccn1. Cell line: SKMES1. Synergy scores: synergy=-2.33. (7) Drug 1: N.N.O=C(O)C1(C(=O)O)CCC1.[Pt]. Drug 2: C#Cc1cccc(Nc2ncnc3cc(OCCOC)c(OCCOC)cc23)c1. Cell line: NCIH1650. Synergy scores: synergy=-7.98. (8) Synergy scores: synergy=-4.62. Drug 2: COC1CC2CCC(C)C(O)(O2)C(=O)C(=O)N2CCCCC2C(=O)OC(C(C)CC2CCC(OP(C)(C)=O)C(OC)C2)CC(=O)C(C)C=C(C)C(O)C(OC)C(=O)C(C)CC(C)C=CC=CC=C1C. Drug 1: CN(Cc1cnc2nc(N)nc(N)c2n1)c1ccc(C(=O)NC(CCC(=O)O)C(=O)O)cc1. Cell line: LOVO.